Dataset: Catalyst prediction with 721,799 reactions and 888 catalyst types from USPTO. Task: Predict which catalyst facilitates the given reaction. Reactant: C[O:2][C:3](=[O:29])[CH2:4][N:5]([S:18]([C:21]1[CH:26]=[CH:25][C:24]([Br:27])=[CH:23][C:22]=1[Cl:28])(=[O:20])=[O:19])[CH2:6][CH2:7][O:8][C:9]1[CH:10]=[C:11]2[C:15](=[CH:16][CH:17]=1)[CH2:14][CH2:13][CH2:12]2.O.[OH-].[Na+].Cl. Product: [Br:27][C:24]1[CH:25]=[CH:26][C:21]([S:18]([N:5]([CH2:4][C:3]([OH:29])=[O:2])[CH2:6][CH2:7][O:8][C:9]2[CH:10]=[C:11]3[C:15](=[CH:16][CH:17]=2)[CH2:14][CH2:13][CH2:12]3)(=[O:19])=[O:20])=[C:22]([Cl:28])[CH:23]=1. The catalyst class is: 1.